From a dataset of Full USPTO retrosynthesis dataset with 1.9M reactions from patents (1976-2016). Predict the reactants needed to synthesize the given product. Given the product [CH3:14][S:13][C:9]1[N:8]=[C:7]([C:6]2[C:2]([C:29]3[CH:30]=[C:31]4[CH:37]=[CH:36][NH:35][C:32]4=[N:33][CH:34]=3)=[N:3][N:4]([CH:15]3[CH2:20][CH2:19][CH2:18][CH2:17][O:16]3)[CH:5]=2)[CH:12]=[CH:11][N:10]=1, predict the reactants needed to synthesize it. The reactants are: I[C:2]1[C:6]([C:7]2[CH:12]=[CH:11][N:10]=[C:9]([S:13][CH3:14])[N:8]=2)=[CH:5][N:4]([CH:15]2[CH2:20][CH2:19][CH2:18][CH2:17][O:16]2)[N:3]=1.CC1(C)C(C)(C)OB([C:29]2[CH:30]=[C:31]3[CH:37]=[CH:36][NH:35][C:32]3=[N:33][CH:34]=2)O1.C(=O)([O-])[O-].[Na+].[Na+].